This data is from Catalyst prediction with 721,799 reactions and 888 catalyst types from USPTO. The task is: Predict which catalyst facilitates the given reaction. (1) Reactant: [Cl:1][C:2]1[CH:7]=[CH:6][C:5]([C:8]([F:11])([F:10])[F:9])=[CH:4][CH:3]=1.CN(C)CCN(C)C.C([Li])CCC.CCCCCC.[C:31](=[O:33])=[O:32]. Product: [Cl:1][C:2]1[CH:3]=[CH:4][C:5]([C:8]([F:9])([F:10])[F:11])=[CH:6][C:7]=1[C:31]([OH:33])=[O:32]. The catalyst class is: 7. (2) Reactant: C(O)(C(F)(F)F)=O.[F:8][C:9]1[CH:14]=[CH:13][C:12]([C:15]2[O:42][C:18]3=[N:19][C:20]([CH2:36][CH2:37][C:38]([F:41])([F:40])[F:39])=[C:21]([C:23]4[CH:24]=[C:25]([CH:33]=[CH:34][CH:35]=4)[C:26]([O:28]C(C)(C)C)=[O:27])[CH:22]=[C:17]3[C:16]=2[C:43](=[O:46])[NH:44][CH3:45])=[CH:11][CH:10]=1. Product: [F:8][C:9]1[CH:14]=[CH:13][C:12]([C:15]2[O:42][C:18]3=[N:19][C:20]([CH2:36][CH2:37][C:38]([F:39])([F:40])[F:41])=[C:21]([C:23]4[CH:24]=[C:25]([CH:33]=[CH:34][CH:35]=4)[C:26]([OH:28])=[O:27])[CH:22]=[C:17]3[C:16]=2[C:43](=[O:46])[NH:44][CH3:45])=[CH:11][CH:10]=1. The catalyst class is: 68. (3) Reactant: [OH:1][CH2:2][C:3]1[N:7]2[C:8](=[O:27])[N:9]([CH:11]3[CH2:16][CH2:15][N:14]([C:17]([O:19][CH2:20][C:21]4[CH:26]=[CH:25][CH:24]=[CH:23][CH:22]=4)=[O:18])[CH2:13][CH2:12]3)[CH2:10][C:6]2=[CH:5][N:4]=1.[H-].[Na+].[CH3:30]I.[Cl-].[NH4+]. Product: [CH3:30][O:1][CH2:2][C:3]1[N:7]2[C:8](=[O:27])[N:9]([CH:11]3[CH2:12][CH2:13][N:14]([C:17]([O:19][CH2:20][C:21]4[CH:26]=[CH:25][CH:24]=[CH:23][CH:22]=4)=[O:18])[CH2:15][CH2:16]3)[CH2:10][C:6]2=[CH:5][N:4]=1. The catalyst class is: 1. (4) Reactant: CS([O:5][CH2:6][CH:7]1[CH2:12][CH2:11][N:10]([C:13]([O:15][C:16]([CH3:19])([CH3:18])[CH3:17])=[O:14])[CH2:9][CH2:8]1)(=O)=O.C([O-])([O-])=O.[Cs+].[Cs+].[Cl:26][C:27]1[N:32]=[CH:31][C:30](O)=[CH:29][CH:28]=1.O. Product: [Cl:26][C:27]1[N:32]=[CH:31][C:30]([O:5][CH2:6][CH:7]2[CH2:12][CH2:11][N:10]([C:13]([O:15][C:16]([CH3:19])([CH3:18])[CH3:17])=[O:14])[CH2:9][CH2:8]2)=[CH:29][CH:28]=1. The catalyst class is: 10. (5) Reactant: [CH2:1]([O:3][C:4](=[O:16])[CH2:5][CH2:6][C:7]([C:9]1[C:14]([Br:15])=[CH:13][CH:12]=[CH:11][N:10]=1)=[O:8])[CH3:2].[Br:17]Br. Product: [CH2:1]([O:3][C:4](=[O:16])[CH2:5][CH:6]([Br:17])[C:7]([C:9]1[C:14]([Br:15])=[CH:13][CH:12]=[CH:11][N:10]=1)=[O:8])[CH3:2]. The catalyst class is: 52. (6) Reactant: [NH2:1][C:2]1[CH:29]=[CH:28][C:5]([C:6]([N:8]2[CH2:13][CH2:12][N:11]([CH2:14][C:15]3[CH:16]=[C:17]([CH:25]=[CH:26][CH:27]=3)[C:18]([NH:20][C:21]([CH3:24])([CH3:23])[CH3:22])=[O:19])[CH2:10][CH2:9]2)=[O:7])=[CH:4][C:3]=1[F:30].C(N(CC)CC)C.[CH:38]1([C:44](Cl)=[O:45])[CH2:43][CH2:42][CH2:41][CH2:40][CH2:39]1. Product: [C:21]([NH:20][C:18](=[O:19])[C:17]1[CH:25]=[CH:26][CH:27]=[C:15]([CH2:14][N:11]2[CH2:12][CH2:13][N:8]([C:6](=[O:7])[C:5]3[CH:28]=[CH:29][C:2]([NH:1][C:44]([CH:38]4[CH2:43][CH2:42][CH2:41][CH2:40][CH2:39]4)=[O:45])=[C:3]([F:30])[CH:4]=3)[CH2:9][CH2:10]2)[CH:16]=1)([CH3:24])([CH3:23])[CH3:22]. The catalyst class is: 4.